Dataset: Full USPTO retrosynthesis dataset with 1.9M reactions from patents (1976-2016). Task: Predict the reactants needed to synthesize the given product. (1) Given the product [C:11]([O:10][C:9]1[CH:8]=[CH:7][C:4]([CH:5]=[O:6])=[CH:3][C:2]=1[Br:1])(=[O:13])[CH3:12], predict the reactants needed to synthesize it. The reactants are: [Br:1][C:2]1[CH:3]=[C:4]([CH:7]=[CH:8][C:9]=1[OH:10])[CH:5]=[O:6].[C:11](OC(=O)C)(=[O:13])[CH3:12]. (2) The reactants are: [NH2:1][C:2]1[C:7]([NH2:8])=[CH:6][C:5]([Br:9])=[CH:4][N:3]=1.C[CH2:11][O:12]C(C1C(=O)CCCC1)=O.[C:22]1(C)[C:23](C)=[CH:24][CH:25]=[CH:26][CH:27]=1. Given the product [Br:9][C:5]1[CH:6]=[C:7]2[NH:8][C:11](=[O:12])[N:1]([C:27]3[CH2:26][CH2:25][CH2:24][CH2:23][CH:22]=3)[C:2]2=[N:3][CH:4]=1, predict the reactants needed to synthesize it. (3) Given the product [NH2:37][CH2:36][CH2:35][N:23]1[C:22]2[C:26](=[N:27][C:19]([C:16]3[N:14]4[CH:15]=[C:10]([C:8]#[N:9])[CH:11]=[CH:12][C:13]4=[N:18][CH:17]=3)=[N:20][CH:21]=2)[N:25]([CH:28]2[CH2:33][CH2:32][O:31][CH2:30][CH2:29]2)[C:24]1=[O:34], predict the reactants needed to synthesize it. The reactants are: FC(F)(F)C(O)=O.[C:8]([C:10]1[CH:11]=[CH:12][C:13]2[N:14]([C:16]([C:19]3[N:27]=[C:26]4[C:22]([N:23]([CH2:35][CH2:36][NH:37]C(=O)OC(C)(C)C)[C:24](=[O:34])[N:25]4[CH:28]4[CH2:33][CH2:32][O:31][CH2:30][CH2:29]4)=[CH:21][N:20]=3)=[CH:17][N:18]=2)[CH:15]=1)#[N:9]. (4) Given the product [N:30]1[C:31]2[C:36](=[CH:35][CH:34]=[CH:33][CH:32]=2)[CH:37]=[C:28]([NH:27][C:15]([CH:12]2[CH2:11][CH2:10][N:9]([C:3]3[CH:4]=[CH:5][CH:6]=[C:7]([CH3:8])[C:2]=3[CH3:1])[CH2:14][CH2:13]2)=[O:17])[CH:29]=1, predict the reactants needed to synthesize it. The reactants are: [CH3:1][C:2]1[C:7]([CH3:8])=[CH:6][CH:5]=[CH:4][C:3]=1[N:9]1[CH2:14][CH2:13][CH:12]([C:15]([OH:17])=O)[CH2:11][CH2:10]1.BrC1C=CC=C(C)C=1C.[NH2:27][C:28]1[CH:29]=[N:30][C:31]2[C:36]([CH:37]=1)=[CH:35][CH:34]=[CH:33][CH:32]=2. (5) Given the product [N:25]1([NH:24][C:21]([C:18]2[N:19]=[N:20][C:15]([O:14][CH2:13][C:3]3[C:4]([C:7]4[CH:8]=[CH:9][CH:10]=[CH:11][CH:12]=4)=[N:5][O:6][C:2]=3[CH3:1])=[CH:16][CH:17]=2)=[O:23])[CH2:30][CH2:29][O:28][CH2:27][CH2:26]1, predict the reactants needed to synthesize it. The reactants are: [CH3:1][C:2]1[O:6][N:5]=[C:4]([C:7]2[CH:12]=[CH:11][CH:10]=[CH:9][CH:8]=2)[C:3]=1[CH2:13][O:14][C:15]1[N:20]=[N:19][C:18]([C:21]([OH:23])=O)=[CH:17][CH:16]=1.[NH2:24][N:25]1[CH2:30][CH2:29][O:28][CH2:27][CH2:26]1.F[B-](F)(F)F.N1(OC(N(C)C)=[N+](C)C)C2C=CC=CC=2N=N1.C(N(CC)C(C)C)(C)C.